Task: Predict the reactants needed to synthesize the given product.. Dataset: Full USPTO retrosynthesis dataset with 1.9M reactions from patents (1976-2016) (1) The reactants are: [CH:1]1([C:4]2[N:8]([CH:9]3[CH2:14][CH2:13][NH:12][CH2:11][CH2:10]3)[N:7]=[CH:6][C:5]=2[C:15]([O:17][CH3:18])=[O:16])[CH2:3][CH2:2]1.C(N(CC)CC)C.[CH:26]([N:29]=[C:30]=[O:31])([CH3:28])[CH3:27]. Given the product [CH:1]1([C:4]2[N:8]([CH:9]3[CH2:10][CH2:11][N:12]([C:30](=[O:31])[NH:29][CH:26]([CH3:28])[CH3:27])[CH2:13][CH2:14]3)[N:7]=[CH:6][C:5]=2[C:15]([O:17][CH3:18])=[O:16])[CH2:2][CH2:3]1, predict the reactants needed to synthesize it. (2) Given the product [CH2:1]([N:8]1[CH2:17][CH2:16][C:15]2[C:14]([NH:29][C:26]3[CH:27]=[CH:28][C:23]([C:19]([CH3:22])([CH3:21])[CH3:20])=[CH:24][CH:25]=3)=[N:13][CH:12]=[N:11][C:10]=2[CH2:9]1)[C:2]1[CH:7]=[CH:6][CH:5]=[CH:4][CH:3]=1, predict the reactants needed to synthesize it. The reactants are: [CH2:1]([N:8]1[CH2:17][CH2:16][C:15]2[C:14](Cl)=[N:13][CH:12]=[N:11][C:10]=2[CH2:9]1)[C:2]1[CH:7]=[CH:6][CH:5]=[CH:4][CH:3]=1.[C:19]([C:23]1[CH:28]=[CH:27][C:26]([NH:29]C2C=CC=CC=2)=[CH:25][CH:24]=1)([CH3:22])([CH3:21])[CH3:20]. (3) Given the product [F:16][C:17]([F:28])([F:27])[C:18]([C:11]1[C:10]2[C:14](=[CH:15][C:7]([F:6])=[CH:8][CH:9]=2)[NH:13][CH:12]=1)=[O:19], predict the reactants needed to synthesize it. The reactants are: O1CCCC1.[F:6][C:7]1[CH:15]=[C:14]2[C:10]([CH:11]=[CH:12][NH:13]2)=[CH:9][CH:8]=1.[F:16][C:17]([F:28])([F:27])[C:18](O[C:18](=[O:19])[C:17]([F:28])([F:27])[F:16])=[O:19]. (4) The reactants are: N#N.[N+:3]([C:6]1[CH:7]=[N:8][NH:9][CH:10]=1)([O-:5])=[O:4].C([O-])([O-])=O.[Cs+].[Cs+].Br[CH2:18][CH2:19][CH2:20][CH2:21][C:22]1([CH3:27])[O:26][CH2:25][CH2:24][O:23]1. Given the product [CH3:27][C:22]1([CH2:21][CH2:20][CH2:19][CH2:18][N:8]2[CH:7]=[C:6]([N+:3]([O-:5])=[O:4])[CH:10]=[N:9]2)[O:26][CH2:25][CH2:24][O:23]1, predict the reactants needed to synthesize it.